Dataset: Reaction yield outcomes from USPTO patents with 853,638 reactions. Task: Predict the reaction yield, written as a fraction of the theoretical maximum amount of product (1.0 means a 100% yield; for example, 0.34 means a 34% yield). The reactants are [NH2:1][CH2:2][C:3]([CH3:9])([CH3:8])[C:4]([O:6][CH3:7])=[O:5].[C:10](#[N:13])[CH:11]=[CH2:12]. The catalyst is CO. The product is [C:10]([CH2:11][CH2:12][NH:1][CH2:2][C:3]([CH3:9])([CH3:8])[C:4]([O:6][CH3:7])=[O:5])#[N:13]. The yield is 0.700.